From a dataset of Full USPTO retrosynthesis dataset with 1.9M reactions from patents (1976-2016). Predict the reactants needed to synthesize the given product. Given the product [CH3:25][O:24][C:23]1[C:2]([C:27]#[C:26][C:28]2[CH:33]=[CH:32][C:31]([C:34]([F:35])([F:36])[F:37])=[CH:30][CH:29]=2)=[N:3][CH:4]=[C:5]([CH:22]=1)[C:6]([NH:8][S:9]([C:12]1[CH:17]=[CH:16][CH:15]=[CH:14][C:13]=1[S:18](=[O:21])(=[O:20])[NH2:19])(=[O:11])=[O:10])=[O:7], predict the reactants needed to synthesize it. The reactants are: Cl[C:2]1[C:23]([O:24][CH3:25])=[CH:22][C:5]([C:6]([NH:8][S:9]([C:12]2[CH:17]=[CH:16][CH:15]=[CH:14][C:13]=2[S:18](=[O:21])(=[O:20])[NH2:19])(=[O:11])=[O:10])=[O:7])=[CH:4][N:3]=1.[C:26]([C:28]1[CH:33]=[CH:32][C:31]([C:34]([F:37])([F:36])[F:35])=[CH:30][CH:29]=1)#[CH:27].